From a dataset of Reaction yield outcomes from USPTO patents with 853,638 reactions. Predict the reaction yield, written as a fraction of the theoretical maximum amount of product (1.0 means a 100% yield; for example, 0.34 means a 34% yield). The reactants are [OH:1][CH2:2][C:3]1[N:4]=[C:5](/[CH:8]=[CH:9]/[C:10]2[CH:15]=[CH:14][C:13]([C:16]([F:19])([F:18])[F:17])=[CH:12][CH:11]=2)[O:6][CH:7]=1.C(N(C(C)C)CC)(C)C.CS(Cl)(=O)=O.[N:34]1([CH2:39][CH2:40][CH2:41][CH2:42][C:43]2[CH:48]=[CH:47][C:46](O)=[CH:45][CH:44]=2)[CH:38]=[CH:37][N:36]=[N:35]1.[OH-].[Na+]. The catalyst is [Br-].C([N+](CCCC)(CCCC)CCCC)CCC.O1CCCC1. The product is [F:17][C:16]([F:19])([F:18])[C:13]1[CH:14]=[CH:15][C:10](/[CH:9]=[CH:8]/[C:5]2[O:6][CH:7]=[C:3]([CH2:2][O:1][C:46]3[CH:45]=[CH:44][C:43]([CH2:42][CH2:41][CH2:40][CH2:39][N:34]4[CH:38]=[CH:37][N:36]=[N:35]4)=[CH:48][CH:47]=3)[N:4]=2)=[CH:11][CH:12]=1. The yield is 0.880.